From a dataset of Drug-target binding data from BindingDB patent sources. Regression. Given a target protein amino acid sequence and a drug SMILES string, predict the binding affinity score between them. We predict pAffinity (pAffinity = -log10(affinity in M)). Dataset: bindingdb_patent. The drug is Nc1ccc(\N=N\c2ccc(\C=C\c3ccc(cc3S(O)(=O)=O)\N=N\c3ccc(N)c4ccc(cc34)S([O-])(=O)=O)c(c2)S(O)(=O)=O)c2cc(ccc12)S(O)(=O)=O. The target protein (Q9BQF6) has sequence MDKRKLGRRPSSSEIITEGKRKKSSSDLSEIRKMLNAKPEDVHVQSPLSKFRSSERWTLPLQWERSLRNKVISLDHKNKKHIRGCPVTSKSSPERQLKVMLTNVLWTDLGRKFRKTLPRNDANLCDANKVQSDSLPSTSVDSLETCQKLEPLRQSLNLSERIPRVILTNVLGTELGRKYIRTPPVTEGSLSDTDNLQSEQLSSSSDGSLESYQNLNPHKSCYLSERGSQRSKTVDDNSAKQTAHNKEKRRKDDGISLLISDTQPEDLNSGSRGCDHLEQESRNKDVKYSDSKVELTLISRKTKRRLRNNLPDSQYCTSLDKSTEQTKKQEDDSTISTEFEKPSENYHQDPKLPEEITTKPTKSDFTKLSSLNSQELTLSNATKSASAGSTTETVENSNSIDIVGISSLVEKDENELNTIEKPILRGHNEGNQSLISAEPIVVSSDEEGPVEHKSSEILKLQSKQDRETTNENESTSESALLELPLITCESVQMSSELCPY.... The pAffinity is 5.5.